From a dataset of Forward reaction prediction with 1.9M reactions from USPTO patents (1976-2016). Predict the product of the given reaction. (1) Given the reactants C1(C2CCCCCCCC2)BCCCCCCC1.[CH2:19]([C:22]1[N:23]=[C:24]([C:28]2[CH:33]=[CH:32][CH:31]=[CH:30][CH:29]=2)[O:25][C:26]=1[CH3:27])[CH:20]=[CH2:21].[CH2:34]([O:36][C:37]([C:39]1([CH2:44][C:45]2[CH:46]=[N:47][C:48](Br)=[CH:49][CH:50]=2)[CH2:43][CH2:42][CH2:41][O:40]1)=[O:38])[CH3:35].C(=O)([O-])[O-].[Cs+].[Cs+].C1([As](C2C=CC=CC=2)C2C=CC=CC=2)C=CC=CC=1, predict the reaction product. The product is: [CH2:34]([O:36][C:37]([C:39]1([CH2:44][C:45]2[CH:46]=[N:47][C:48]([CH2:21][CH2:20][CH2:19][C:22]3[N:23]=[C:24]([C:28]4[CH:33]=[CH:32][CH:31]=[CH:30][CH:29]=4)[O:25][C:26]=3[CH3:27])=[CH:49][CH:50]=2)[CH2:43][CH2:42][CH2:41][O:40]1)=[O:38])[CH3:35]. (2) Given the reactants BrCC.Br[C:5]1[CH:10]=[CH:9][C:8](/[CH:11]=[CH:12]/[C:13]2[N:14]([CH2:26][CH3:27])[CH:15]=[C:16]([C:18]3[CH:23]=[CH:22][CH:21]=[CH:20][C:19]=3[O:24][CH3:25])[N:17]=2)=[CH:7][CH:6]=1.[OH:28][C:29]1[CH:34]=[CH:33][C:32](B(O)O)=[CH:31][CH:30]=1, predict the reaction product. The product is: [CH3:25][O:24][C:19]1[CH:20]=[CH:21][CH:22]=[CH:23][C:18]=1[C:16]1[N:17]=[C:13](/[CH:12]=[CH:11]/[C:8]2[CH:9]=[CH:10][C:5]([C:32]3[CH:33]=[CH:34][C:29]([OH:28])=[CH:30][CH:31]=3)=[CH:6][CH:7]=2)[N:14]([CH2:26][CH3:27])[CH:15]=1.